This data is from Full USPTO retrosynthesis dataset with 1.9M reactions from patents (1976-2016). The task is: Predict the reactants needed to synthesize the given product. (1) Given the product [CH:22]([C:19]1[CH:20]=[CH:21][C:16]([N:15]2[C:13](=[O:14])[C:12]3[C:11](=[CH:29][CH:28]=[CH:27][CH:26]=3)[N:10]=[C:8]2[C:5]2[CH:4]=[N:3][C:2]([F:1])=[CH:7][CH:6]=2)=[CH:17][CH:18]=1)([CH2:24][CH3:25])[CH3:23], predict the reactants needed to synthesize it. The reactants are: [F:1][C:2]1[CH:7]=[CH:6][C:5]([CH:8]=O)=[CH:4][N:3]=1.[NH2:10][C:11]1[CH:29]=[CH:28][CH:27]=[CH:26][C:12]=1[C:13]([NH:15][C:16]1[CH:21]=[CH:20][C:19]([CH:22]([CH2:24][CH3:25])[CH3:23])=[CH:18][CH:17]=1)=[O:14]. (2) The reactants are: [C:1](Cl)(=[O:6])[C:2]([CH3:5])([CH3:4])[CH3:3].[Br:8][C:9]1[CH:10]=[CH:11][C:12]([NH2:15])=[N:13][CH:14]=1.CCN(CC)CC.O. Given the product [Br:8][C:9]1[CH:10]=[CH:11][C:12]([NH:15][C:1](=[O:6])[C:2]([CH3:5])([CH3:4])[CH3:3])=[N:13][CH:14]=1, predict the reactants needed to synthesize it. (3) Given the product [CH3:20][CH2:19][O:18][C:16]([C:7]1[CH:6]=[C:5]([C:3]([OH:4])=[O:2])[CH:10]=[C:9]([NH:11][C@H:12]([CH2:14][CH3:15])[CH3:13])[N:8]=1)=[O:17], predict the reactants needed to synthesize it. The reactants are: C[O:2][C:3]([C:5]1[CH:10]=[C:9]([NH:11][C@H:12]([CH2:14][CH3:15])[CH3:13])[N:8]=[C:7]([C:16]([O:18][CH2:19][CH3:20])=[O:17])[CH:6]=1)=[O:4].Cl. (4) Given the product [CH3:1][S:2]([O:30][CH2:29][CH2:28][CH2:27][O:26][CH2:20][CH2:21][CH2:22][CH2:23][CH2:24][CH3:25])(=[O:4])=[O:3].[I:36][CH2:16][CH2:15][CH2:14][O:13][CH2:9][CH2:10][CH2:11][CH2:12][CH2:7][CH3:6], predict the reactants needed to synthesize it. The reactants are: [CH3:1][S:2](O[CH2:6][C:7]1[CH:12]=[CH:11][CH:10]=[C:9]([O:13][C:14]2C=CC=[CH:16][CH:15]=2)C=1)(=[O:4])=[O:3].[CH2:20]([O:26][CH2:27][CH2:28][CH2:29][OH:30])[CH2:21][CH2:22][CH2:23][CH2:24][CH3:25].CS(Cl)(=O)=O.[I-:36].[Na+]. (5) Given the product [Br:1][C:2]1[CH:3]=[C:4]([F:12])[C:5]([C:6]([N:25]2[CH2:26][CH2:27][N:22]([C:19]3[CH:18]=[CH:17][C:16]([CH:13]4[CH2:15][CH2:14]4)=[CH:21][N:20]=3)[CH2:23][CH2:24]2)=[O:8])=[C:9]([F:11])[CH:10]=1, predict the reactants needed to synthesize it. The reactants are: [Br:1][C:2]1[CH:10]=[C:9]([F:11])[C:5]([C:6]([OH:8])=O)=[C:4]([F:12])[CH:3]=1.[CH:13]1([C:16]2[CH:17]=[CH:18][C:19]([N:22]3[CH2:27][CH2:26][NH:25][CH2:24][CH2:23]3)=[N:20][CH:21]=2)[CH2:15][CH2:14]1.